From a dataset of NCI-60 drug combinations with 297,098 pairs across 59 cell lines. Regression. Given two drug SMILES strings and cell line genomic features, predict the synergy score measuring deviation from expected non-interaction effect. (1) Drug 1: C1CCN(CC1)CCOC2=CC=C(C=C2)C(=O)C3=C(SC4=C3C=CC(=C4)O)C5=CC=C(C=C5)O. Drug 2: CC1=C2C(C(=O)C3(C(CC4C(C3C(C(C2(C)C)(CC1OC(=O)C(C(C5=CC=CC=C5)NC(=O)OC(C)(C)C)O)O)OC(=O)C6=CC=CC=C6)(CO4)OC(=O)C)OC)C)OC. Cell line: EKVX. Synergy scores: CSS=39.7, Synergy_ZIP=4.44, Synergy_Bliss=5.03, Synergy_Loewe=-28.0, Synergy_HSA=3.09. (2) Drug 2: CC12CCC3C(C1CCC2OP(=O)(O)O)CCC4=C3C=CC(=C4)OC(=O)N(CCCl)CCCl.[Na+]. Drug 1: C1CN1P(=S)(N2CC2)N3CC3. Synergy scores: CSS=33.2, Synergy_ZIP=-11.7, Synergy_Bliss=-4.65, Synergy_Loewe=-22.3, Synergy_HSA=-1.35. Cell line: A549. (3) Drug 1: CC12CCC(CC1=CCC3C2CCC4(C3CC=C4C5=CN=CC=C5)C)O. Drug 2: C#CCC(CC1=CN=C2C(=N1)C(=NC(=N2)N)N)C3=CC=C(C=C3)C(=O)NC(CCC(=O)O)C(=O)O. Cell line: BT-549. Synergy scores: CSS=1.63, Synergy_ZIP=-0.194, Synergy_Bliss=3.17, Synergy_Loewe=4.53, Synergy_HSA=2.96. (4) Drug 1: C1CC(=O)NC(=O)C1N2CC3=C(C2=O)C=CC=C3N. Drug 2: C1=CC(=CC=C1CCC2=CNC3=C2C(=O)NC(=N3)N)C(=O)NC(CCC(=O)O)C(=O)O. Cell line: NCI-H522. Synergy scores: CSS=10.3, Synergy_ZIP=-9.47, Synergy_Bliss=-13.5, Synergy_Loewe=-26.7, Synergy_HSA=-12.5. (5) Drug 1: CCC1=C2CN3C(=CC4=C(C3=O)COC(=O)C4(CC)O)C2=NC5=C1C=C(C=C5)O. Drug 2: COCCOC1=C(C=C2C(=C1)C(=NC=N2)NC3=CC=CC(=C3)C#C)OCCOC.Cl. Cell line: SR. Synergy scores: CSS=51.3, Synergy_ZIP=-1.60, Synergy_Bliss=-3.69, Synergy_Loewe=-29.7, Synergy_HSA=-3.60. (6) Drug 1: C1=CC(=CC=C1C#N)C(C2=CC=C(C=C2)C#N)N3C=NC=N3. Drug 2: CC1C(C(CC(O1)OC2CC(CC3=C2C(=C4C(=C3O)C(=O)C5=CC=CC=C5C4=O)O)(C(=O)C)O)N)O. Cell line: HCT116. Synergy scores: CSS=40.6, Synergy_ZIP=3.23, Synergy_Bliss=2.82, Synergy_Loewe=2.38, Synergy_HSA=3.75.